From a dataset of Reaction yield outcomes from USPTO patents with 853,638 reactions. Predict the reaction yield, written as a fraction of the theoretical maximum amount of product (1.0 means a 100% yield; for example, 0.34 means a 34% yield). The product is [F:33][C:32]([F:35])([F:34])[C:30]([OH:36])=[O:31].[NH2:8][CH2:9][CH2:10][CH2:11][O:12][C:13]1[CH:29]=[CH:28][C:16]2[CH2:17][CH:18]([CH2:23][C:24]([O:26][CH3:27])=[O:25])[C:19](=[O:22])[NH:20][CH2:21][C:15]=2[CH:14]=1. The reactants are C(OC([NH:8][CH2:9][CH2:10][CH2:11][O:12][C:13]1[CH:29]=[CH:28][C:16]2[CH2:17][CH:18]([CH2:23][C:24]([O:26][CH3:27])=[O:25])[C:19](=[O:22])[NH:20][CH2:21][C:15]=2[CH:14]=1)=O)(C)(C)C.[C:30]([OH:36])([C:32]([F:35])([F:34])[F:33])=[O:31]. The catalyst is C(Cl)Cl. The yield is 1.00.